From a dataset of Full USPTO retrosynthesis dataset with 1.9M reactions from patents (1976-2016). Predict the reactants needed to synthesize the given product. (1) The reactants are: C([O:8][C:9]1[CH:14]=[CH:13][C:12]([N:15]2[C:19]([NH:20][C:21]([NH:23][C:24]3[C:33]4[C:28](=[CH:29][CH:30]=[CH:31][CH:32]=4)[CH:27]=[CH:26][CH:25]=3)=[O:22])=[CH:18][C:17]([C:34]([CH3:37])([CH3:36])[CH3:35])=[N:16]2)=[CH:11][CH:10]=1)C1C=CC=CC=1. Given the product [C:34]([C:17]1[CH:18]=[C:19]([NH:20][C:21]([NH:23][C:24]2[C:33]3[C:28](=[CH:29][CH:30]=[CH:31][CH:32]=3)[CH:27]=[CH:26][CH:25]=2)=[O:22])[N:15]([C:12]2[CH:13]=[CH:14][C:9]([OH:8])=[CH:10][CH:11]=2)[N:16]=1)([CH3:37])([CH3:35])[CH3:36], predict the reactants needed to synthesize it. (2) The reactants are: [C:1]1([C:7]2[CH:8]=[C:9]3[C:13](=[C:14]([C:16]([NH2:18])=[O:17])[CH:15]=2)[NH:12][CH:11]=[C:10]3[C:19]2[CH2:20][CH2:21][NH:22][CH2:23][CH:24]=2)[CH:6]=[CH:5][CH:4]=[CH:3][CH:2]=1.[Cl:25][C:26]1[C:34]2[C:30](=[N:31][O:32][N:33]=2)[CH:29]=[CH:28][C:27]=1[S:35](Cl)(=[O:37])=[O:36].C(N(CC)CC)C. Given the product [Cl:25][C:26]1[C:34]2[C:30](=[N:31][O:32][N:33]=2)[CH:29]=[CH:28][C:27]=1[S:35]([N:22]1[CH2:21][CH2:20][CH:19]([C:10]2[C:9]3[C:13](=[C:14]([C:16]([NH2:18])=[O:17])[CH:15]=[C:7]([C:1]4[CH:2]=[CH:3][CH:4]=[CH:5][CH:6]=4)[CH:8]=3)[NH:12][CH:11]=2)[CH2:24][CH2:23]1)(=[O:36])=[O:37], predict the reactants needed to synthesize it. (3) Given the product [C:1]([O:5][C:6]([N:8]1[CH2:13][CH2:12][N:11]([C:14]2[CH:19]=[CH:18][C:17]([NH:20][C:34](=[O:35])[CH:33]([CH2:37][CH3:38])[CH2:31][CH3:32])=[CH:16][C:15]=2[F:21])[CH2:10][CH2:9]1)=[O:7])([CH3:4])([CH3:2])[CH3:3], predict the reactants needed to synthesize it. The reactants are: [C:1]([O:5][C:6]([N:8]1[CH2:13][CH2:12][N:11]([C:14]2[CH:19]=[CH:18][C:17]([NH2:20])=[CH:16][C:15]=2[F:21])[CH2:10][CH2:9]1)=[O:7])([CH3:4])([CH3:3])[CH3:2].CCN(C(C)C)C(C)C.[CH2:31]([CH:33]([CH2:37][CH3:38])[C:34](Cl)=[O:35])[CH3:32].CC(C)=O.C(Cl)Cl. (4) Given the product [F:19][CH2:18][CH2:17][O:1][C:2]1[CH:11]=[C:10]2[C:5]([CH:6]=[CH:7][CH:8]=[N:9]2)=[CH:4][CH:3]=1, predict the reactants needed to synthesize it. The reactants are: [OH:1][C:2]1[CH:11]=[C:10]2[C:5]([CH:6]=[CH:7][CH:8]=[N:9]2)=[CH:4][CH:3]=1.S(O[CH2:17][CH2:18][F:19])(C)(=O)=O.C([O-])([O-])=O.[K+].[K+]. (5) Given the product [F:22][C:16]1[CH:17]=[C:18]([F:21])[CH:19]=[CH:20][C:15]=1[CH2:14][CH:11]1[CH2:10][CH2:9][NH:8][CH2:13][CH2:12]1, predict the reactants needed to synthesize it. The reactants are: C(OC([N:8]1[CH2:13][CH2:12][CH:11]([CH2:14][C:15]2[CH:20]=[CH:19][C:18]([F:21])=[CH:17][C:16]=2[F:22])[CH2:10][CH2:9]1)=O)(C)(C)C. (6) Given the product [CH:9]1[C:8]2[CH2:7][C:6]3[C:14](=[CH:15][CH:16]=[CH:4][CH:5]=3)[C:13]=2[CH:12]=[CH:11][CH:10]=1, predict the reactants needed to synthesize it. The reactants are: CNC[C:4]1[CH:16]=[CH:15][C:14]2[C:13]3[C:8](=[CH:9][CH:10]=[CH:11][CH:12]=3)[CH2:7][C:6]=2[CH:5]=1.C(OC(OC(C)(C)C)=O)(OC(C)(C)C)=O. (7) Given the product [CH3:3][CH:2]([CH3:4])[CH2:1][CH:5]([C:16]1[CH:21]=[CH:20][C:19]([N+:22]([O-:24])=[O:23])=[C:18]([C:25]([F:26])([F:27])[F:28])[CH:17]=1)[C:6]([OH:8])=[O:7], predict the reactants needed to synthesize it. The reactants are: [CH2:1]([C:5]([C:16]1[CH:21]=[CH:20][C:19]([N+:22]([O-:24])=[O:23])=[C:18]([C:25]([F:28])([F:27])[F:26])[CH:17]=1)(C(OCC)=O)[C:6]([O:8]CC)=[O:7])[CH:2]([CH3:4])[CH3:3].O.OS(O)(=O)=O.